From a dataset of Reaction yield outcomes from USPTO patents with 853,638 reactions. Predict the reaction yield, written as a fraction of the theoretical maximum amount of product (1.0 means a 100% yield; for example, 0.34 means a 34% yield). (1) The reactants are [CH3:1][O:2][C:3]([C:5]1[C:13]([NH:14][C:15]2[CH:20]=[CH:19][CH:18]=[CH:17][C:16]=2[Cl:21])=[C:12]([F:22])[C:8]2[N:9]=[CH:10][NH:11][C:7]=2[CH:6]=1)=[O:4].CC1C=CC(S(O)(=O)=O)=CC=1.O.C1C(=O)N([Br:42])C(=O)C1. The catalyst is C1COCC1.CO. The product is [CH3:1][O:2][C:3]([C:5]1[C:13]([NH:14][C:15]2[CH:20]=[CH:19][C:18]([Br:42])=[CH:17][C:16]=2[Cl:21])=[C:12]([F:22])[C:8]2[N:9]=[CH:10][NH:11][C:7]=2[CH:6]=1)=[O:4]. The yield is 0.850. (2) The reactants are [Cl:1][C:2]1[CH:7]=[CH:6][C:5]([NH:8][C:9]([C:11]2[C:12]([NH:17][CH2:18][CH:19]3[CH2:24][CH2:23][N:22]([C:25]4[CH:30]=[CH:29][N:28]=[CH:27][CH:26]=4)[CH2:21][CH2:20]3)=[N:13][CH:14]=[CH:15][CH:16]=2)=O)=[CH:4][CH:3]=1.[H-].[Al+3].[Li+].[H-].[H-].[H-]. The catalyst is C1COCC1.CO. The product is [Cl:1][C:2]1[CH:7]=[CH:6][C:5]([NH:8][CH2:9][C:11]2[C:12]([NH:17][CH2:18][CH:19]3[CH2:20][CH2:21][N:22]([C:25]4[CH:26]=[CH:27][N:28]=[CH:29][CH:30]=4)[CH2:23][CH2:24]3)=[N:13][CH:14]=[CH:15][CH:16]=2)=[CH:4][CH:3]=1. The yield is 0.620.